Dataset: Full USPTO retrosynthesis dataset with 1.9M reactions from patents (1976-2016). Task: Predict the reactants needed to synthesize the given product. (1) Given the product [CH2:31]([N:6]1[C:7]2[C:12](=[CH:11][CH:10]=[C:9]([C:26]([O:28][CH2:29][CH3:30])=[O:27])[CH:8]=2)[C:13]([C:14](=[O:25])[NH:15][CH2:16][C:17]2[CH:22]=[CH:21][C:20]([F:23])=[C:19]([F:24])[CH:18]=2)=[C:5]1[C:1]([CH3:4])([CH3:2])[CH3:3])[C:32]1[CH:37]=[CH:36][CH:35]=[CH:34][CH:33]=1, predict the reactants needed to synthesize it. The reactants are: [C:1]([C:5]1[NH:6][C:7]2[C:12]([C:13]=1[C:14](=[O:25])[NH:15][CH2:16][C:17]1[CH:22]=[CH:21][C:20]([F:23])=[C:19]([F:24])[CH:18]=1)=[CH:11][CH:10]=[C:9]([C:26]([O:28][CH2:29][CH3:30])=[O:27])[CH:8]=2)([CH3:4])([CH3:3])[CH3:2].[CH2:31](Br)[C:32]1[CH:37]=[CH:36][CH:35]=[CH:34][CH:33]=1.C([O-])([O-])=O.[K+].[K+]. (2) Given the product [F:1][C:2]([F:7])([F:6])[C:3]([N:5]=[S:40]([CH2:39][C:37]1[CH:38]=[C:33]([NH:32][C:29]2[CH:28]=[C:27]([C:43]3[C:51]4[O:50][CH:49]=[CH:48][C:47]=4[C:46]([F:52])=[CH:45][CH:44]=3)[C:26]([F:25])=[CH:31][N:30]=2)[N:34]=[C:35]([F:42])[CH:36]=1)[CH3:41])=[O:4], predict the reactants needed to synthesize it. The reactants are: [F:1][C:2]([F:7])([F:6])[C:3]([NH2:5])=[O:4].CC(C)([O-])C.[Na+].BrN1C(C)(C)C(=O)N(Br)C1=O.[F:25][C:26]1[C:27]([C:43]2[C:51]3[O:50][CH:49]=[CH:48][C:47]=3[C:46]([F:52])=[CH:45][CH:44]=2)=[CH:28][C:29]([NH:32][C:33]2[CH:38]=[C:37]([CH2:39][S:40][CH3:41])[CH:36]=[C:35]([F:42])[N:34]=2)=[N:30][CH:31]=1.S([O-])([O-])=O.[Na+].[Na+].